This data is from Full USPTO retrosynthesis dataset with 1.9M reactions from patents (1976-2016). The task is: Predict the reactants needed to synthesize the given product. (1) Given the product [C:21]([O:24][C@@H:25]1[C@@H:38]([O:39][C:40](=[O:42])[CH3:41])[C@H:37]([O:43][C:44](=[O:46])[CH3:45])[CH2:36][S:35][C@H:26]1[O:27][C:28]1[CH:29]=[N:30][C:31]([C:17]2[C:12]([O:11][CH3:10])=[N:13][CH:14]=[CH:15][CH:16]=2)=[CH:32][CH:33]=1)(=[O:23])[CH3:22], predict the reactants needed to synthesize it. The reactants are: C(=O)([O-])[O-].[Na+].[Na+].ClCCl.[CH3:10][O:11][C:12]1[C:17](B(O)O)=[CH:16][CH:15]=[CH:14][N:13]=1.[C:21]([O:24][C@@H:25]1[C@@H:38]([O:39][C:40](=[O:42])[CH3:41])[C@H:37]([O:43][C:44](=[O:46])[CH3:45])[CH2:36][S:35][C@H:26]1[O:27][C:28]1[CH:29]=[N:30][C:31](Br)=[CH:32][CH:33]=1)(=[O:23])[CH3:22]. (2) The reactants are: [NH:1]1[C:5]2[CH:6]=[CH:7][CH:8]=[CH:9][C:4]=2[N:3]=[C:2]1[C:10]([C:12]1[CH:37]=[CH:36][C:15]([O:16][C:17]2[C:22]([C:23]3[CH2:28][CH2:27][N:26](C(OC(C)(C)C)=O)[CH2:25][CH:24]=3)=[CH:21][N:20]=[CH:19][N:18]=2)=[CH:14][CH:13]=1)=[O:11].Cl. Given the product [NH:1]1[C:5]2[CH:6]=[CH:7][CH:8]=[CH:9][C:4]=2[N:3]=[C:2]1[C:10]([C:12]1[CH:37]=[CH:36][C:15]([O:16][C:17]2[C:22]([C:23]3[CH2:28][CH2:27][NH:26][CH2:25][CH:24]=3)=[CH:21][N:20]=[CH:19][N:18]=2)=[CH:14][CH:13]=1)=[O:11], predict the reactants needed to synthesize it.